This data is from Forward reaction prediction with 1.9M reactions from USPTO patents (1976-2016). The task is: Predict the product of the given reaction. (1) Given the reactants NC1C=CNN=1.O/[CH:8]=[C:9]1\[C:10](=[O:18])[NH:11][C:12]2[C:17]\1=[CH:16][CH:15]=[CH:14][CH:13]=2.[CH3:19][O:20][C:21]1[CH:26]=[CH:25][C:24]([C:27]2[CH:28]=[C:29]([NH2:32])[NH:30][N:31]=2)=[CH:23][CH:22]=1, predict the reaction product. The product is: [CH3:19][O:20][C:21]1[CH:22]=[CH:23][C:24]([C:27]2[CH:28]=[C:29]([NH:32][CH:8]=[C:9]3[C:17]4[C:12](=[CH:13][CH:14]=[CH:15][CH:16]=4)[NH:11][C:10]3=[O:18])[NH:30][N:31]=2)=[CH:25][CH:26]=1. (2) Given the reactants [Li]CCCC.[CH3:6][C:7]1[N:8]([C:13]2[CH:18]=[C:17]([CH3:19])[CH:16]=[C:15]([CH2:20]CC3C=CC=C(I)C=3)[N:14]=2)[C:9]([CH3:12])=[CH:10][CH:11]=1.[Br:29][C:30]1[CH:35]=[CH:34][CH:33]=[C:32]([CH:36]=[CH:37][N+:38]([O-:40])=[O:39])[N:31]=1, predict the reaction product. The product is: [Br:29][C:30]1[N:31]=[C:32]([CH:36]([CH2:37][N+:38]([O-:40])=[O:39])[CH2:20][C:15]2[CH:16]=[C:17]([CH3:19])[CH:18]=[C:13]([N:8]3[C:9]([CH3:12])=[CH:10][CH:11]=[C:7]3[CH3:6])[N:14]=2)[CH:33]=[CH:34][CH:35]=1. (3) Given the reactants [F:1][C:2]1[C:8]([F:9])=[CH:7][CH:6]=[CH:5][C:3]=1[NH2:4].[OH-].[Na+].[Cl:12][CH2:13][C:14](Cl)=[O:15].C(OCC)(=O)C, predict the reaction product. The product is: [Cl:12][CH2:13][C:14]([NH:4][C:3]1[CH:5]=[CH:6][CH:7]=[C:8]([F:9])[C:2]=1[F:1])=[O:15]. (4) Given the reactants [C:1]([O:5][C:6]([N:8]1[CH:12]2[CH2:13][CH2:14][CH2:15][CH:11]2[NH:10][C:9]1=[O:16])=[O:7])([CH3:4])([CH3:3])[CH3:2].[H-].[Na+].I[CH3:20], predict the reaction product. The product is: [C:1]([O:5][C:6]([N:8]1[CH:12]2[CH2:13][CH2:14][CH2:15][CH:11]2[N:10]([CH3:20])[C:9]1=[O:16])=[O:7])([CH3:4])([CH3:2])[CH3:3]. (5) Given the reactants [CH3:1][O:2][C:3]1[CH:4]=[C:5]([OH:11])[CH:6]=[CH:7][C:8]=1[O:9][CH3:10].F[C:13]1[CH:18]=[CH:17][CH:16]=[CH:15][C:14]=1[N+:19]([O-:21])=[O:20].[CH3:22][O:23][C:24]1[CH:25]=[C:26]([CH:35]=[CH:36][C:37]=1[O:38][CH3:39])[O:27][C:28]1[CH:34]=[CH:33][CH:32]=[CH:31][C:29]=1[NH2:30].[NH2:40][C:41]1[S:42][CH:43]=[CH:44][N:45]=1, predict the reaction product. The product is: [CH3:1][O:2][C:3]1[CH:4]=[C:5]([CH:6]=[CH:7][C:8]=1[O:9][CH3:10])[O:11][C:13]1[CH:18]=[CH:17][CH:16]=[CH:15][C:14]=1[N+:19]([O-:21])=[O:20].[CH3:22][O:23][C:24]1[CH:25]=[C:26]([CH:35]=[CH:36][C:37]=1[O:38][CH3:39])[O:27][C:28]1[CH:34]=[CH:33][CH:32]=[CH:31][C:29]=1[NH:30][C:5]([NH:40][C:41]1[S:42][CH:43]=[CH:44][N:45]=1)=[O:11]. (6) Given the reactants [NH2:1][C:2]1[N:7]=[C:6]([C:8]2[CH:15]=[C:14](F)[C:11]([C:12]#[N:13])=[C:10]([F:17])[CH:9]=2)[CH:5]=[C:4]([N:18]2[CH2:23][CH2:22][O:21][CH2:20][C@H:19]2[CH:24]([CH3:26])[CH3:25])[N:3]=1.C1(C)C=CC=CC=1.[CH3:34][CH2:35][O-:36].[Na+], predict the reaction product. The product is: [NH2:1][C:2]1[N:7]=[C:6]([C:8]2[CH:9]=[C:10]([F:17])[C:11]([C:12]#[N:13])=[C:14]([O:36][CH2:35][CH3:34])[CH:15]=2)[CH:5]=[C:4]([N:18]2[CH2:23][CH2:22][O:21][CH2:20][C@H:19]2[CH:24]([CH3:26])[CH3:25])[N:3]=1. (7) Given the reactants [O:1]=[C:2]1[CH:7]([N:8]2[C:16](=[O:17])[C:15]3[C:10](=[CH:11][CH:12]=[CH:13][CH:14]=3)[C:9]2=[O:18])[CH2:6][CH2:5][C:4](=[O:19])[NH:3]1.[H-].[Na+].Cl[CH:23]([OH:25])[CH3:24], predict the reaction product. The product is: [OH:25][CH2:23][CH2:24][N:3]1[C:4](=[O:19])[CH2:5][CH2:6][CH:7]([N:8]2[C:16](=[O:17])[C:15]3[C:10](=[CH:11][CH:12]=[CH:13][CH:14]=3)[C:9]2=[O:18])[C:2]1=[O:1].